Dataset: Full USPTO retrosynthesis dataset with 1.9M reactions from patents (1976-2016). Task: Predict the reactants needed to synthesize the given product. (1) Given the product [F:18][C:19]1[CH:20]=[CH:21][C:22]([C:25]([NH:1][C:2]2[CH:3]=[CH:4][C:5]3[CH2:11][CH2:10][CH2:9][C:8]([C:12]([O:14][CH3:15])=[O:13])=[C:7]([CH3:16])[C:6]=3[CH:17]=2)=[O:26])=[N:23][CH:24]=1, predict the reactants needed to synthesize it. The reactants are: [NH2:1][C:2]1[CH:3]=[CH:4][C:5]2[CH2:11][CH2:10][CH2:9][C:8]([C:12]([O:14][CH3:15])=[O:13])=[C:7]([CH3:16])[C:6]=2[CH:17]=1.[F:18][C:19]1[CH:20]=[CH:21][C:22]([C:25](O)=[O:26])=[N:23][CH:24]=1. (2) The reactants are: N1C=CC=C2C(N)CCC=12.[CH3:11][O:12][C:13]1[CH:14]=[C:15]2[C:19](=[CH:20][CH:21]=1)[C:18](=[N:22]O)[CH2:17][CH2:16]2. Given the product [CH3:11][O:12][C:13]1[CH:14]=[C:15]2[C:19](=[CH:20][CH:21]=1)[CH:18]([NH2:22])[CH2:17][CH2:16]2, predict the reactants needed to synthesize it. (3) The reactants are: [N+:1]([C:4]1[CH:5]=[C:6]([CH2:14][OH:15])[CH:7]=[C:8]([C:10]([F:13])([F:12])[F:11])[CH:9]=1)([O-])=O.Cl.O.O.Cl[Sn]Cl. Given the product [NH2:1][C:4]1[CH:5]=[C:6]([CH2:14][OH:15])[CH:7]=[C:8]([C:10]([F:11])([F:12])[F:13])[CH:9]=1, predict the reactants needed to synthesize it. (4) Given the product [CH3:1][C:2]1[CH:3]=[C:4]([CH:27]=[CH:28][CH:29]=1)[CH:5]=[N:6][NH:7][C:8]1[CH:13]=[C:12]([N:14]2[CH2:19][CH2:18][O:17][CH2:16][CH2:15]2)[N:11]=[C:10]([CH2:20][CH2:21][S:41][C:38]2[NH:37][C:36]([C:33]3[CH:34]=[CH:35][N:30]=[CH:31][CH:32]=3)=[N:40][N:39]=2)[N:9]=1, predict the reactants needed to synthesize it. The reactants are: [CH3:1][C:2]1[CH:3]=[C:4]([CH:27]=[CH:28][CH:29]=1)[CH:5]=[N:6][NH:7][C:8]1[CH:13]=[C:12]([N:14]2[CH2:19][CH2:18][O:17][CH2:16][CH2:15]2)[N:11]=[C:10]([CH2:20][CH2:21]OS(C)(=O)=O)[N:9]=1.[N:30]1[CH:35]=[CH:34][C:33]([C:36]2[NH:37][C:38]([SH:41])=[N:39][N:40]=2)=[CH:32][CH:31]=1.[H-].[Na+]. (5) The reactants are: C([N:8]1[CH2:12][CH2:11][C@H:10]([CH2:13][NH:14][S:15]([C:18]([F:21])([F:20])[F:19])(=[O:17])=[O:16])[CH2:9]1)(OC(C)(C)C)=O.C(N(CC)CC)C.C(O)C. Given the product [F:20][C:18]([F:19])([F:21])[S:15]([NH:14][CH2:13][C@H:10]1[CH2:11][CH2:12][NH:8][CH2:9]1)(=[O:16])=[O:17], predict the reactants needed to synthesize it. (6) Given the product [NH2:15][C:16]1[C:24]([OH:25])=[CH:23][CH:22]=[C:18]2[C:17]=1[C:26](=[O:27])[N:2]([CH:3]1[CH2:8][CH2:7][C:6](=[O:9])[NH:5][C:4]1=[O:10])[C:19]2=[O:20], predict the reactants needed to synthesize it. The reactants are: Cl.[NH2:2][CH:3]1[CH2:8][CH2:7][C:6](=[O:9])[NH:5][C:4]1=[O:10].CC(O)=O.[NH2:15][C:16]1[C:24]([OH:25])=[CH:23][CH:22]=[C:18]([C:19](O)=[O:20])[C:17]=1[C:26](O)=[O:27].